From a dataset of Forward reaction prediction with 1.9M reactions from USPTO patents (1976-2016). Predict the product of the given reaction. (1) Given the reactants [F:1][C:2]([F:31])([F:30])[C:3]1[CH:4]=[C:5]([C:16]2[O:20][N:19]=[C:18]([C:21]3[CH:29]=[CH:28][CH:27]=[C:26]4[C:22]=3[CH:23]=[CH:24][NH:25]4)[N:17]=2)[CH:6]=[CH:7][C:8]=1[O:9][CH:10]([CH3:15])[C:11]([F:14])([F:13])[F:12].[H-].[Na+].[C:34](=[O:37])(O)[OH:35].[CH3:38]Cl.O, predict the reaction product. The product is: [F:31][C:2]([F:1])([F:30])[C:3]1[CH:4]=[C:5]([C:16]2[O:20][N:19]=[C:18]([C:21]3[CH:29]=[CH:28][CH:27]=[C:26]4[C:22]=3[CH:23]=[CH:24][N:25]4[C:34]([O:35][CH3:38])=[O:37])[N:17]=2)[CH:6]=[CH:7][C:8]=1[O:9][CH:10]([CH3:15])[C:11]([F:12])([F:13])[F:14]. (2) Given the reactants N#N.[Mg].II.Br[C:7]1[CH:12]=[CH:11][C:10]([C:13]#[C:14][C:15]2[CH:20]=[CH:19][C:18]([CH2:21][CH3:22])=[CH:17][CH:16]=2)=[CH:9][CH:8]=1.[CH:23](N1CCCCC1)=[O:24], predict the reaction product. The product is: [CH2:21]([C:18]1[CH:19]=[CH:20][C:15]([C:14]#[C:13][C:10]2[CH:11]=[CH:12][C:7]([CH:23]=[O:24])=[CH:8][CH:9]=2)=[CH:16][CH:17]=1)[CH3:22]. (3) Given the reactants Br[C:2]([Br:5])(Br)Br.C1(P(C2C=CC=CC=2)C2C=CC=CC=2)C=CC=CC=1.OC[CH2:27][C:28]1[CH:40]=[CH:39][C:31]([C:32]([O:34][C:35]([CH3:38])([CH3:37])[CH3:36])=[O:33])=[CH:30][CH:29]=1, predict the reaction product. The product is: [Br:5][CH2:2][CH2:27][C:28]1[CH:40]=[CH:39][C:31]([C:32]([O:34][C:35]([CH3:36])([CH3:38])[CH3:37])=[O:33])=[CH:30][CH:29]=1. (4) Given the reactants CN(C(ON1N=NC2C=CC=NC1=2)=[N+](C)C)C.F[P-](F)(F)(F)(F)F.[C:25]([C:29]1[CH:30]=[C:31]([NH:70][S:71]([CH3:74])(=[O:73])=[O:72])[C:32]([O:68][CH3:69])=[C:33]([NH:35][C:36](=[O:67])[NH:37][C:38]2[C:47]3[C:42](=[CH:43][CH:44]=[CH:45][CH:46]=3)[C:41]([O:48][C:49]3[CH:54]=[CH:53][N:52]=[C:51]([NH:55][C:56]4[CH:64]=[CH:63][C:59]([C:60](O)=[O:61])=[C:58]([O:65][CH3:66])[CH:57]=4)[CH:50]=3)=[CH:40][CH:39]=2)[CH:34]=1)([CH3:28])([CH3:27])[CH3:26].[CH3:75][O:76][CH2:77][CH2:78][O:79][CH2:80][CH2:81][O:82][CH2:83][CH2:84][NH2:85].CCN(C(C)C)C(C)C, predict the reaction product. The product is: [C:25]([C:29]1[CH:30]=[C:31]([NH:70][S:71]([CH3:74])(=[O:73])=[O:72])[C:32]([O:68][CH3:69])=[C:33]([NH:35][C:36](=[O:67])[NH:37][C:38]2[C:47]3[C:42](=[CH:43][CH:44]=[CH:45][CH:46]=3)[C:41]([O:48][C:49]3[CH:54]=[CH:53][N:52]=[C:51]([NH:55][C:56]4[CH:64]=[CH:63][C:59]([C:60]([NH:85][CH2:84][CH2:83][O:82][CH2:81][CH2:80][O:79][CH2:78][CH2:77][O:76][CH3:75])=[O:61])=[C:58]([O:65][CH3:66])[CH:57]=4)[CH:50]=3)=[CH:40][CH:39]=2)[CH:34]=1)([CH3:26])([CH3:28])[CH3:27].